Dataset: Forward reaction prediction with 1.9M reactions from USPTO patents (1976-2016). Task: Predict the product of the given reaction. (1) Given the reactants F[C:2]1[CH:7]=[C:6]([F:8])[CH:5]=[CH:4][C:3]=1[C:9]1[N:14]=[CH:13][N:12]=[C:11]([NH:15][C:16]2[CH:17]=[C:18]([CH:29]=[CH:30][CH:31]=2)[CH2:19][S:20](=[N:23]C(=O)OCC)([CH3:22])=[O:21])[N:10]=1.[F:32][C:33]1[CH:34]=[C:35]([CH2:39][OH:40])[CH:36]=[CH:37][CH:38]=1, predict the reaction product. The product is: [F:8][C:6]1[CH:5]=[CH:4][C:3]([C:9]2[N:14]=[CH:13][N:12]=[C:11]([NH:15][C:16]3[CH:31]=[CH:30][CH:29]=[C:18]([CH2:19][S:20]([CH3:22])(=[NH:23])=[O:21])[CH:17]=3)[N:10]=2)=[C:2]([O:40][CH2:39][C:35]2[CH:36]=[CH:37][CH:38]=[C:33]([F:32])[CH:34]=2)[CH:7]=1. (2) Given the reactants C[N:2](C)CC=C.O.[S:8]([C:12]1[CH:17]=[CH:16][C:15]([N:18]=[C:19]=[S:20])=[CH:14][CH:13]=1)([OH:11])(=[O:10])=[O:9].[Na:21], predict the reaction product. The product is: [S:8]([C:12]1[CH:13]=[CH:14][C:15]([NH:18][C:19]([NH2:2])=[S:20])=[CH:16][CH:17]=1)([OH:11])(=[O:9])=[O:10].[Na:21].